From a dataset of Forward reaction prediction with 1.9M reactions from USPTO patents (1976-2016). Predict the product of the given reaction. (1) Given the reactants [CH3:1][O:2][C:3]([C:5]1[CH:9]=[CH:8][S:7][C:6]=1C1C=CC(OC(=S)N(C)C)=CC=1)=[O:4].C1(OC2C=CC=CC=2)C=CC=CC=1, predict the reaction product. The product is: [CH3:1][O:2][C:3]([C:5]1[CH:9]=[CH:8][S:7][CH:6]=1)=[O:4]. (2) Given the reactants C[O:2][C:3]1[C:8]2[NH:9][C:10]([C:12]3[CH:17]=[CH:16][CH:15]=[CH:14][CH:13]=3)=[N:11][C:7]=2[C:6]([C:18]([O:20]C)=[O:19])=[CH:5][CH:4]=1.B(Br)(Br)Br, predict the reaction product. The product is: [OH:2][C:3]1[C:8]2[NH:9][C:10]([C:12]3[CH:17]=[CH:16][CH:15]=[CH:14][CH:13]=3)=[N:11][C:7]=2[C:6]([C:18]([OH:20])=[O:19])=[CH:5][CH:4]=1. (3) Given the reactants C([N:8]1[CH2:14][CH2:13][C:12]2[C:15](Cl)=[N:16][C:17]([N:19]3[CH2:24][CH2:23][N:22]([CH:25]4[CH2:28][CH2:27][CH2:26]4)[CH2:21][CH2:20]3)=[N:18][C:11]=2[CH2:10][CH2:9]1)C1C=CC=CC=1, predict the reaction product. The product is: [CH:25]1([N:22]2[CH2:21][CH2:20][N:19]([C:17]3[N:16]=[CH:15][C:12]4[CH2:13][CH2:14][NH:8][CH2:9][CH2:10][C:11]=4[N:18]=3)[CH2:24][CH2:23]2)[CH2:28][CH2:27][CH2:26]1. (4) Given the reactants [NH2:1][C:2]1[CH:7]=[CH:6][C:5]([N:8]2[CH2:13][CH2:12][N:11]([CH2:14][C@@H:15]([OH:17])[CH3:16])[CH2:10][CH2:9]2)=[CH:4][CH:3]=1.CS([C:21]1[N:26]=[CH:25][C:24]2=[CH:27][CH:28]=[C:29]([C:30]3[CH:35]=[CH:34][CH:33]=[CH:32][C:31]=3[N:36]([CH3:41])[S:37]([CH3:40])(=[O:39])=[O:38])[N:23]2[N:22]=1)=O.C(N(CC)C(C)C)(C)C.COCC(O)C, predict the reaction product. The product is: [OH:17][C@@H:15]([CH3:16])[CH2:14][N:11]1[CH2:10][CH2:9][N:8]([C:5]2[CH:4]=[CH:3][C:2]([NH:1][C:21]3[N:26]=[CH:25][C:24]4=[CH:27][CH:28]=[C:29]([C:30]5[CH:35]=[CH:34][CH:33]=[CH:32][C:31]=5[N:36]([CH3:41])[S:37]([CH3:40])(=[O:39])=[O:38])[N:23]4[N:22]=3)=[CH:7][CH:6]=2)[CH2:13][CH2:12]1. (5) Given the reactants CS(O)(=O)=O.C([O:13][CH2:14][C:15]1([C:23]([O:25][CH2:26][CH3:27])=[O:24])[CH2:20][CH2:19][C:18]([F:22])([F:21])[CH2:17][CH2:16]1)C1C=CC=CC=1, predict the reaction product. The product is: [F:21][C:18]1([F:22])[CH2:17][CH2:16][C:15]([CH2:14][OH:13])([C:23]([O:25][CH2:26][CH3:27])=[O:24])[CH2:20][CH2:19]1. (6) Given the reactants [NH2:1][C:2]1[CH:7]=[CH:6][C:5]([C:8]2[O:12][C:11]([C@H:13]([NH:24][C:25]3[CH:32]=[CH:31][C:28]([C:29]#[N:30])=[C:27]([Cl:33])[C:26]=3[CH3:34])[C@H:14]([O:16][Si:17]([C:20]([CH3:23])([CH3:22])[CH3:21])([CH3:19])[CH3:18])[CH3:15])=[N:10][N:9]=2)=[CH:4][CH:3]=1.[C:35](Cl)(=[O:37])[CH3:36], predict the reaction product. The product is: [Si:17]([O:16][C@H:14]([CH3:15])[C@H:13]([C:11]1[O:12][C:8]([C:5]2[CH:4]=[CH:3][C:2]([NH:1][C:35](=[O:37])[CH3:36])=[CH:7][CH:6]=2)=[N:9][N:10]=1)[NH:24][C:25]1[CH:32]=[CH:31][C:28]([C:29]#[N:30])=[C:27]([Cl:33])[C:26]=1[CH3:34])([C:20]([CH3:22])([CH3:23])[CH3:21])([CH3:19])[CH3:18].